From a dataset of Forward reaction prediction with 1.9M reactions from USPTO patents (1976-2016). Predict the product of the given reaction. (1) Given the reactants [F:1][C:2]1([F:17])[O:6][C:5]2[CH:7]=[CH:8][C:9]([C:11]3([C:14]([OH:16])=O)[CH2:13][CH2:12]3)=[CH:10][C:4]=2[O:3]1.F[P-](F)(F)(F)(F)F.CN(C(N(C)C)=[N+]1C2C(=NC=CC=2)[N+]([O-])=N1)C.[NH2:42][C@H:43]1[CH2:48][CH2:47][O:46][C@@H:45]([C:49]2[CH:58]=[CH:57][C:52]([C:53]([O:55][CH3:56])=[O:54])=[CH:51][C:50]=2[CH3:59])[CH2:44]1.C(N(C(C)C)C(C)C)C, predict the reaction product. The product is: [F:17][C:2]1([F:1])[O:6][C:5]2[CH:7]=[CH:8][C:9]([C:11]3([C:14]([NH:42][C@H:43]4[CH2:48][CH2:47][O:46][C@@H:45]([C:49]5[CH:58]=[CH:57][C:52]([C:53]([O:55][CH3:56])=[O:54])=[CH:51][C:50]=5[CH3:59])[CH2:44]4)=[O:16])[CH2:12][CH2:13]3)=[CH:10][C:4]=2[O:3]1. (2) Given the reactants [C:9](O[C:9]([O:11][C:12]([CH3:15])([CH3:14])[CH3:13])=[O:10])([O:11][C:12]([CH3:15])([CH3:14])[CH3:13])=[O:10].[NH:16]1[CH2:21][CH2:20][NH:19][CH2:18][CH2:17]1.O, predict the reaction product. The product is: [N:16]1([C:9]([O:11][C:12]([CH3:13])([CH3:14])[CH3:15])=[O:10])[CH2:21][CH2:20][NH:19][CH2:18][CH2:17]1. (3) Given the reactants C([O:5][C:6](=[O:21])[CH2:7][O:8][C:9]1[CH:10]=[C:11]([CH2:15][C:16]([O:18][CH2:19][CH3:20])=[O:17])[CH:12]=[CH:13][CH:14]=1)(C)(C)C.FC(F)(F)C(O)=O, predict the reaction product. The product is: [CH2:19]([O:18][C:16](=[O:17])[CH2:15][C:11]1[CH:10]=[C:9]([CH:14]=[CH:13][CH:12]=1)[O:8][CH2:7][C:6]([OH:21])=[O:5])[CH3:20]. (4) Given the reactants [C:1]([O:5][C:6]([NH:8][C@@H:9]([C:13]1([CH3:19])[CH2:18][CH2:17][CH2:16][CH2:15][CH2:14]1)[C:10]([OH:12])=O)=[O:7])([CH3:4])([CH3:3])[CH3:2].CN(C(ON1N=NC2C=CC=NC1=2)=[N+](C)C)C.F[P-](F)(F)(F)(F)F.CCN(C(C)C)C(C)C.[N:53]1([S:58]([NH:61][C:62]([C@@:64]2([NH:69][C:70]([C@@H:72]3[CH2:83][C@:75]4([C:80]([CH3:82])([CH3:81])[C:76]54[CH2:79][CH2:78][CH2:77]5)[CH2:74][N:73]3[C:84](=[O:91])[C@@H:85]([NH2:90])[C:86]([CH3:89])([CH3:88])[CH3:87])=[O:71])[CH2:66][C@H:65]2[CH:67]=[CH2:68])=[O:63])(=[O:60])=[O:59])[CH2:57][CH2:56][CH2:55][CH2:54]1, predict the reaction product. The product is: [C:1]([O:5][C:6](=[O:7])[NH:8][C@H:9]([C:10](=[O:12])[NH:90][C@H:85]([C:84]([N:73]1[C@H:72]([C:70](=[O:71])[NH:69][C@:64]2([C:62]([NH:61][S:58]([N:53]3[CH2:54][CH2:55][CH2:56][CH2:57]3)(=[O:60])=[O:59])=[O:63])[CH2:66][C@H:65]2[CH:67]=[CH2:68])[CH2:83][C@:75]2([C:80]([CH3:82])([CH3:81])[C:76]32[CH2:79][CH2:78][CH2:77]3)[CH2:74]1)=[O:91])[C:86]([CH3:89])([CH3:88])[CH3:87])[C:13]1([CH3:19])[CH2:18][CH2:17][CH2:16][CH2:15][CH2:14]1)([CH3:2])([CH3:3])[CH3:4]. (5) Given the reactants [CH3:1][C:2]1[N:7]([C:8]2[CH:13]=[CH:12][CH:11]=[C:10]([C:14]([F:17])([F:16])[F:15])[CH:9]=2)[C:6](=[O:18])[C:5]([C:19]([NH:21][CH2:22][C:23]2[CH:28]=[CH:27][C:26]([S:29]([CH3:32])(=[O:31])=[O:30])=[CH:25][CH:24]=2)=[O:20])=[CH:4][C:3]=1[N+:33]([O-])=O.[C:36](OC(=O)C)(=[O:38])[CH3:37].C(=O)([O-])O.[Na+].[OH-].[Na+], predict the reaction product. The product is: [C:36]([NH:33][C:3]1[CH:4]=[C:5]([C:19]([NH:21][CH2:22][C:23]2[CH:24]=[CH:25][C:26]([S:29]([CH3:32])(=[O:30])=[O:31])=[CH:27][CH:28]=2)=[O:20])[C:6](=[O:18])[N:7]([C:8]2[CH:13]=[CH:12][CH:11]=[C:10]([C:14]([F:15])([F:17])[F:16])[CH:9]=2)[C:2]=1[CH3:1])(=[O:38])[CH3:37]. (6) The product is: [Br:9][C:10]1[N:11]=[C:12]([O:5][CH2:4][CH2:3][N:2]([CH3:6])[CH3:1])[CH:13]=[CH:14][CH:15]=1. Given the reactants [CH3:1][N:2]([CH3:6])[CH2:3][CH2:4][OH:5].[H-].[Na+].[Br:9][C:10]1[CH:15]=[CH:14][CH:13]=[C:12](Br)[N:11]=1, predict the reaction product.